Dataset: Forward reaction prediction with 1.9M reactions from USPTO patents (1976-2016). Task: Predict the product of the given reaction. Given the reactants [C:1]([C:3]1([CH2:9][O:10][C:11]2[C:23]([CH:24]3[CH2:26][CH2:25]3)=[CH:22][C:14]([C:15]([O:17]C(C)(C)C)=[O:16])=[C:13]([F:27])[CH:12]=2)[CH2:8][CH2:7][CH2:6][CH2:5][CH2:4]1)#[N:2].FC(F)(F)C(O)=O, predict the reaction product. The product is: [C:1]([C:3]1([CH2:9][O:10][C:11]2[C:23]([CH:24]3[CH2:26][CH2:25]3)=[CH:22][C:14]([C:15]([OH:17])=[O:16])=[C:13]([F:27])[CH:12]=2)[CH2:4][CH2:5][CH2:6][CH2:7][CH2:8]1)#[N:2].